This data is from Reaction yield outcomes from USPTO patents with 853,638 reactions. The task is: Predict the reaction yield, written as a fraction of the theoretical maximum amount of product (1.0 means a 100% yield; for example, 0.34 means a 34% yield). (1) The yield is 1.00. The reactants are [I-].[CH:2]1([CH2:8][N+:9]2([CH2:15][CH3:16])[CH2:14][CH2:13][CH2:12][CH2:11][CH2:10]2)[CH2:7][CH2:6][CH2:5][CH2:4][CH2:3]1.[OH2:17].[OH-]. No catalyst specified. The product is [OH-:17].[CH:2]1([CH2:8][N+:9]2([CH2:15][CH3:16])[CH2:14][CH2:13][CH2:12][CH2:11][CH2:10]2)[CH2:7][CH2:6][CH2:5][CH2:4][CH2:3]1. (2) The product is [CH:21]([S:18]([C:15]1[CH:14]=[CH:13][C:12]([C:9]2[N:10]=[C:11]3[C:3]([C:1]4[O:43][N:42]=[C:25]([C:26]5[CH:27]=[C:28]([CH:32]([NH:34][C:35](=[O:41])[O:36][C:37]([CH3:40])([CH3:39])[CH3:38])[CH3:33])[CH:29]=[CH:30][CH:31]=5)[CH:2]=4)=[CH:4][NH:5][C:6]3=[N:7][CH:8]=2)=[CH:17][CH:16]=1)(=[O:20])=[O:19])([CH3:23])[CH3:22]. The catalyst is C1COCC1. The yield is 0.640. The reactants are [C:1]([C:3]1[C:11]2[C:6](=[N:7][CH:8]=[C:9]([C:12]3[CH:17]=[CH:16][C:15]([S:18]([CH:21]([CH3:23])[CH3:22])(=[O:20])=[O:19])=[CH:14][CH:13]=3)[N:10]=2)[NH:5][CH:4]=1)#[CH:2].Cl[C:25](=[N:42][OH:43])[C:26]1[CH:27]=[C:28]([CH:32]([NH:34][C:35](=[O:41])[O:36][C:37]([CH3:40])([CH3:39])[CH3:38])[CH3:33])[CH:29]=[CH:30][CH:31]=1.C(N(CC)CC)C. (3) The reactants are [CH2:1]([O:3][C:4]([C:6]1[CH:7]=[N:8][C:9]2[C:14]([C:15]=1[O:16][CH2:17][CH2:18][CH2:19][CH2:20][CH2:21][O:22][C:23]1[C:28](=[O:29])[CH:27]=[C:26]([CH2:30][OH:31])[O:25][CH:24]=1)=[CH:13][CH:12]=[C:11]([C:32]([F:35])([F:34])[F:33])[CH:10]=2)=[O:5])[CH3:2].C(N(CC)CC)C.[CH3:43][S:44](Cl)(=[O:46])=[O:45]. The catalyst is C(Cl)Cl. The product is [CH2:1]([O:3][C:4]([C:6]1[CH:7]=[N:8][C:9]2[C:14]([C:15]=1[O:16][CH2:17][CH2:18][CH2:19][CH2:20][CH2:21][O:22][C:23]1[C:28](=[O:29])[CH:27]=[C:26]([CH2:30][O:31][S:44]([CH3:43])(=[O:46])=[O:45])[O:25][CH:24]=1)=[CH:13][CH:12]=[C:11]([C:32]([F:34])([F:33])[F:35])[CH:10]=2)=[O:5])[CH3:2]. The yield is 0.650.